Regression. Given two drug SMILES strings and cell line genomic features, predict the synergy score measuring deviation from expected non-interaction effect. From a dataset of Merck oncology drug combination screen with 23,052 pairs across 39 cell lines. (1) Drug 1: N.N.O=C(O)C1(C(=O)O)CCC1.[Pt]. Drug 2: C=CCn1c(=O)c2cnc(Nc3ccc(N4CCN(C)CC4)cc3)nc2n1-c1cccc(C(C)(C)O)n1. Cell line: RKO. Synergy scores: synergy=11.3. (2) Drug 1: CC1CC2C3CCC4=CC(=O)C=CC4(C)C3(F)C(O)CC2(C)C1(O)C(=O)CO. Drug 2: COC1=C2CC(C)CC(OC)C(O)C(C)C=C(C)C(OC(N)=O)C(OC)C=CC=C(C)C(=O)NC(=CC1=O)C2=O. Cell line: NCIH520. Synergy scores: synergy=-6.57. (3) Drug 1: CCC1=CC2CN(C1)Cc1c([nH]c3ccccc13)C(C(=O)OC)(c1cc3c(cc1OC)N(C)C1C(O)(C(=O)OC)C(OC(C)=O)C4(CC)C=CCN5CCC31C54)C2. Drug 2: O=C(O)C1(Cc2cccc(Nc3nccs3)n2)CCC(Oc2cccc(Cl)c2F)CC1. Cell line: SW620. Synergy scores: synergy=-3.65. (4) Drug 1: CN(C)C(=N)N=C(N)N. Drug 2: C#Cc1cccc(Nc2ncnc3cc(OCCOC)c(OCCOC)cc23)c1. Cell line: RPMI7951. Synergy scores: synergy=0.313. (5) Drug 1: O=C(CCCCCCC(=O)Nc1ccccc1)NO. Drug 2: C=CCn1c(=O)c2cnc(Nc3ccc(N4CCN(C)CC4)cc3)nc2n1-c1cccc(C(C)(C)O)n1. Cell line: ES2. Synergy scores: synergy=3.82.